This data is from Full USPTO retrosynthesis dataset with 1.9M reactions from patents (1976-2016). The task is: Predict the reactants needed to synthesize the given product. (1) Given the product [CH3:20][N:18]1[CH:19]=[C:15]([N:14]2[C:5]3[C:4]4[CH:3]=[C:2]([C:32]5[CH:37]=[N:36][C:35]([N:38]6[CH2:42][CH2:41][C@@H:40]([OH:43])[CH2:39]6)=[CH:34][CH:33]=5)[CH:11]=[CH:10][C:9]=4[N:8]=[CH:7][C:6]=3[N:12]([CH3:23])[C:13]2=[O:22])[C:16]([CH3:21])=[N:17]1, predict the reactants needed to synthesize it. The reactants are: Br[C:2]1[CH:11]=[CH:10][C:9]2[N:8]=[CH:7][C:6]3[N:12]([CH3:23])[C:13](=[O:22])[N:14]([C:15]4[C:16]([CH3:21])=[N:17][N:18]([CH3:20])[CH:19]=4)[C:5]=3[C:4]=2[CH:3]=1.CC1(C)C(C)(C)OB([C:32]2[CH:33]=[CH:34][C:35]([N:38]3[CH2:42][CH2:41][C@@H:40]([OH:43])[CH2:39]3)=[N:36][CH:37]=2)O1. (2) The reactants are: F[C:2]1[C:7]([C:8]([F:11])([F:10])[F:9])=[CH:6][CH:5]=[CH:4][C:3]=1[C:12]([C:14]1[CH:19]=[CH:18][C:17]([O:20][CH3:21])=[CH:16][CH:15]=1)=O.O.[NH2:23][NH2:24].CCOC(C)=O.Cl. Given the product [CH3:21][O:20][C:17]1[CH:18]=[CH:19][C:14]([C:12]2[C:3]3[C:2](=[C:7]([C:8]([F:11])([F:10])[F:9])[CH:6]=[CH:5][CH:4]=3)[NH:24][N:23]=2)=[CH:15][CH:16]=1, predict the reactants needed to synthesize it. (3) Given the product [F:29][C:30]1[CH:31]=[CH:32][C:33]([C:36]([F:37])([F:38])[F:39])=[CH:34][C:35]=1[O:1][C@@H:2]([C:23]1[CH:24]=[CH:25][CH:26]=[CH:27][CH:28]=1)[CH2:3][CH2:4][N:5]1[CH2:10][CH2:9][CH:8]([C:11]2[CH:12]=[C:13]([NH:17][C:18](=[O:22])[CH:19]([CH3:21])[CH3:20])[CH:14]=[CH:15][CH:16]=2)[CH2:7][CH2:6]1, predict the reactants needed to synthesize it. The reactants are: [OH:1][C@H:2]([C:23]1[CH:28]=[CH:27][CH:26]=[CH:25][CH:24]=1)[CH2:3][CH2:4][N:5]1[CH2:10][CH2:9][CH:8]([C:11]2[CH:12]=[C:13]([NH:17][C:18](=[O:22])[CH:19]([CH3:21])[CH3:20])[CH:14]=[CH:15][CH:16]=2)[CH2:7][CH2:6]1.[F:29][C:30]1[CH:35]=[CH:34][C:33]([C:36]([F:39])([F:38])[F:37])=[CH:32][C:31]=1O.C1(P(C2C=CC=CC=2)C2C=CC=CC=2)C=CC=CC=1.N(C(OCC)=O)=NC(OCC)=O.N. (4) Given the product [F:1][C:2]([F:7])([F:6])[C:3]([OH:5])=[O:4].[O:8]1[CH:12]=[C:11]([C:13]2[CH:27]=[CH:26][CH:25]=[CH:24][C:14]=2[CH2:15][NH2:16])[N:10]=[CH:9]1, predict the reactants needed to synthesize it. The reactants are: [F:1][C:2]([F:7])([F:6])[C:3]([OH:5])=[O:4].[O:8]1[CH:12]=[C:11]([C:13]2[CH:27]=[CH:26][CH:25]=[CH:24][C:14]=2[CH2:15][NH:16]C(=O)OC(C)(C)C)[N:10]=[CH:9]1. (5) Given the product [C:31]([O:30][C:1]([NH:4][CH:5]([CH2:6][CH2:27][CH2:26][CH2:25][CH2:24][CH2:23][CH2:22][CH2:21][CH2:20][CH3:19])[C:11]([OH:13])=[O:12])=[O:3])([CH3:34])([CH3:33])[CH3:32], predict the reactants needed to synthesize it. The reactants are: [C:1]([NH:4][CH:5]([C:11]([O:13]CC)=[O:12])[C:6](OCC)=O)(=[O:3])C.[Na].BrC[CH2:19][CH2:20][CH2:21][CH2:22][CH2:23][CH2:24][CH2:25][CH2:26][CH3:27].C(OC([O:30][C:31]([CH3:34])([CH3:33])[CH3:32])=O)([O:30][C:31]([CH3:34])([CH3:33])[CH3:32])=O.S([O-])(O)(=O)=O.[K+]. (6) Given the product [C:6]([C:5]1[C:4]([NH:3][C:22](=[O:23])[O:24][CH2:25][CH3:26])=[N:11][CH:10]=[C:9]([CH2:12][N:13]2[CH2:14][C@@H:15]([CH3:20])[O:16][C@@H:17]([CH3:19])[CH2:18]2)[CH:8]=1)#[N:7], predict the reactants needed to synthesize it. The reactants are: [H-].[Na+].[NH2:3][C:4]1[N:11]=[CH:10][C:9]([CH2:12][N:13]2[CH2:18][C@@H:17]([CH3:19])[O:16][C@@H:15]([CH3:20])[CH2:14]2)=[CH:8][C:5]=1[C:6]#[N:7].Cl[C:22]([O:24][CH2:25][CH3:26])=[O:23].C(=O)(O)[O-].[Na+]. (7) Given the product [CH2:11]([O:13][C:14](=[O:26])[CH2:15][C:16]1[CH:21]=[CH:20][C:19]([NH:7][C:6]2[CH:8]=[CH:9][CH:10]=[C:4]([N+:1]([O-:3])=[O:2])[CH:5]=2)=[CH:18][C:17]=1[N+:23]([O-:25])=[O:24])[CH3:12], predict the reactants needed to synthesize it. The reactants are: [N+:1]([C:4]1[CH:5]=[C:6]([CH:8]=[CH:9][CH:10]=1)[NH2:7])([O-:3])=[O:2].[CH2:11]([O:13][C:14](=[O:26])[CH2:15][C:16]1[CH:21]=[CH:20][C:19](Br)=[CH:18][C:17]=1[N+:23]([O-:25])=[O:24])[CH3:12].C([O-])([O-])=O.[Cs+].[Cs+]. (8) The reactants are: [Cl:1][C:2]1[CH:3]=[CH:4][C:5]2[N:11]3[CH:12]=[CH:13][CH:14]=[C:10]3[C@H:9]([CH2:15][CH2:16][C:17]([OH:19])=[O:18])[O:8][C@H:7]([C:20]3[CH:25]=[CH:24][CH:23]=[C:22]([O:26][CH3:27])[C:21]=3[O:28][CH3:29])[C:6]=2[CH:30]=1.[C:31](=O)([O-])[O-].[K+].[K+].CI. Given the product [Cl:1][C:2]1[CH:3]=[CH:4][C:5]2[N:11]3[CH:12]=[CH:13][CH:14]=[C:10]3[C@@H:9]([CH2:15][CH2:16][C:17]([O:19][CH3:31])=[O:18])[O:8][C@H:7]([C:20]3[CH:25]=[CH:24][CH:23]=[C:22]([O:26][CH3:27])[C:21]=3[O:28][CH3:29])[C:6]=2[CH:30]=1, predict the reactants needed to synthesize it. (9) The reactants are: C([NH:8][C:9]1[N:14]=[C:13]([C:15]2[C:16]([C:23]3[CH:28]=[CH:27][C:26]([F:29])=[CH:25][CH:24]=3)=[N:17][N:18]([CH:20]([CH3:22])[CH3:21])[CH:19]=2)[CH:12]=[CH:11][N:10]=1)C1C=CC=CC=1.S(=O)(=O)(O)O.[OH-].[Na+]. Given the product [F:29][C:26]1[CH:27]=[CH:28][C:23]([C:16]2[C:15]([C:13]3[CH:12]=[CH:11][N:10]=[C:9]([NH2:8])[N:14]=3)=[CH:19][N:18]([CH:20]([CH3:22])[CH3:21])[N:17]=2)=[CH:24][CH:25]=1, predict the reactants needed to synthesize it. (10) The reactants are: [C:1]([CH:3]1[CH2:6][N:5]([C:7](=[O:31])[C@H:8]([NH:10][C:11]([C:13]2[C:21]3[C:16](=[N:17][CH:18]=[C:19](Br)[N:20]=3)[N:15](COCC[Si](C)(C)C)[CH:14]=2)=[O:12])[CH3:9])[CH2:4]1)#[N:2].C(C1CCN(C(=O)[C@H](NC(C2C3C(=NC=C(Br)N=3)N(COCC[Si](C)(C)C)C=2)=O)C2CC2)CC1)#N.[CH3:67][NH:68][C:69](=[O:89])[C:70]1[CH:75]=[CH:74][N:73]=[C:72]([Sn](CCCC)(CCCC)CCCC)[CH:71]=1.C(C1C=CN=C([Sn](CCCC)(CCCC)CCCC)C=1)(C)(C)C. Given the product [C:1]([CH:3]1[CH2:6][N:5]([C:7](=[O:31])[C@H:8]([NH:10][C:11]([C:13]2[C:21]3[C:16](=[N:17][CH:18]=[C:19]([C:72]4[CH:71]=[C:70]([C:69](=[O:89])[NH:68][CH3:67])[CH:75]=[CH:74][N:73]=4)[N:20]=3)[NH:15][CH:14]=2)=[O:12])[CH3:9])[CH2:4]1)#[N:2], predict the reactants needed to synthesize it.